This data is from Reaction yield outcomes from USPTO patents with 853,638 reactions. The task is: Predict the reaction yield, written as a fraction of the theoretical maximum amount of product (1.0 means a 100% yield; for example, 0.34 means a 34% yield). (1) The reactants are C[O:2][C:3](=[O:23])[C:4]1[C:5](=[C:10]([NH:14][C:15]2[CH:20]=[CH:19][CH:18]=[C:17]([O:21][CH3:22])[CH:16]=2)[CH:11]=[CH:12][CH:13]=1)[C:6]([O:8]C)=[O:7].[OH-].[Na+]. The product is [CH3:22][O:21][C:17]1[CH:16]=[C:15]([NH:14][C:10]2[CH:11]=[CH:12][CH:13]=[C:4]([C:3]([OH:23])=[O:2])[C:5]=2[C:6]([OH:8])=[O:7])[CH:20]=[CH:19][CH:18]=1. The yield is 0.820. The catalyst is C(O)C. (2) The reactants are [S:1]([N:11]1[C:15]2=[N:16][CH:17]=[C:18]([CH2:20][NH2:21])[N:19]=[C:14]2[CH:13]=[CH:12]1)([C:4]1[CH:10]=[CH:9][C:7]([CH3:8])=[CH:6][CH:5]=1)(=[O:3])=[O:2].[C:22]1([C:28]([C:30]2[CH:35]=[CH:34][CH:33]=[CH:32][CH:31]=2)=N)[CH:27]=[CH:26][CH:25]=[CH:24][CH:23]=1. The catalyst is C(Cl)Cl. The product is [C:22]1([C:28]([C:30]2[CH:31]=[CH:32][CH:33]=[CH:34][CH:35]=2)=[N:21][CH2:20][C:18]2[N:19]=[C:14]3[CH:13]=[CH:12][N:11]([S:1]([C:4]4[CH:5]=[CH:6][C:7]([CH3:8])=[CH:9][CH:10]=4)(=[O:2])=[O:3])[C:15]3=[N:16][CH:17]=2)[CH:27]=[CH:26][CH:25]=[CH:24][CH:23]=1. The yield is 0.890.